From a dataset of Catalyst prediction with 721,799 reactions and 888 catalyst types from USPTO. Predict which catalyst facilitates the given reaction. (1) Reactant: [CH:1]([CH:3]1[CH2:8][CH2:7][N:6]([C:9]([O:11][C:12]([CH3:15])([CH3:14])[CH3:13])=[O:10])[CH2:5][CH2:4]1)=O.[C:16]1([C@@H:22]2[CH2:24][C@H:23]2[NH2:25])[CH:21]=[CH:20][CH:19]=[CH:18][CH:17]=1.C(O)(=O)C.C(O[BH-](OC(=O)C)OC(=O)C)(=O)C.[Na+]. Product: [C:16]1([C@@H:22]2[CH2:24][C@H:23]2[NH:25][CH2:1][CH:3]2[CH2:8][CH2:7][N:6]([C:9]([O:11][C:12]([CH3:15])([CH3:14])[CH3:13])=[O:10])[CH2:5][CH2:4]2)[CH:21]=[CH:20][CH:19]=[CH:18][CH:17]=1. The catalyst class is: 2. (2) Reactant: [CH3:1][C:2]([O:5][C:6]([NH:8][CH:9]([C:16]1[CH:21]=[CH:20][CH:19]=[CH:18][C:17]=1[F:22])[C:10]([CH3:15])([CH3:14])C(O)=O)=[O:7])([CH3:4])[CH3:3].C([N:25]([CH2:28]C)CC)C.C1(P(N=[N+]=[N-])(C2C=CC=CC=2)=[O:37])C=CC=CC=1. Product: [F:22][C:17]1[CH:18]=[CH:19][CH:20]=[CH:21][C:16]=1[CH:9]1[N:8]([C:6]([O:5][C:2]([CH3:1])([CH3:3])[CH3:4])=[O:7])[C:28](=[O:37])[NH:25][C:10]1([CH3:14])[CH3:15]. The catalyst class is: 3. (3) Reactant: [NH2:1][C:2]1[CH:10]=[C:9]2[C:5]([CH:6]=[C:7]([C:12]([NH:14][C:15]3[CH:16]=[C:17]([C:21]4[CH:26]=[CH:25][C:24]([F:27])=[CH:23][C:22]=4[F:28])[CH:18]=[CH:19][CH:20]=3)=[O:13])[N:8]2[CH3:11])=[CH:4][CH:3]=1.[CH3:29][S:30](Cl)(=[O:32])=[O:31]. Product: [F:28][C:22]1[CH:23]=[C:24]([F:27])[CH:25]=[CH:26][C:21]=1[C:17]1[CH:18]=[CH:19][CH:20]=[C:15]([NH:14][C:12]([C:7]2[N:8]([CH3:11])[C:9]3[C:5]([CH:6]=2)=[CH:4][CH:3]=[C:2]([NH:1][S:30]([CH3:29])(=[O:32])=[O:31])[CH:10]=3)=[O:13])[CH:16]=1. The catalyst class is: 17. (4) Reactant: [CH3:1][C:2]1([N:8]2[CH2:13][CH2:12][CH:11]([N:14]3[C@@H:18]4[CH2:19][CH2:20][CH2:21][CH2:22][C@H:17]4[NH:16][C:15]3=[O:23])[CH2:10][CH2:9]2)[CH2:7][CH2:6][NH:5][CH2:4][CH2:3]1.C(N(C(C)C)CC)(C)C.Cl[C:34]([O:36][CH:37]([CH3:39])[CH3:38])=[O:35].C([O-])(O)=O.[Na+]. Product: [O:23]=[C:15]1[N:14]([CH:11]2[CH2:12][CH2:13][N:8]([C:2]3([CH3:1])[CH2:7][CH2:6][N:5]([C:34]([O:36][CH:37]([CH3:39])[CH3:38])=[O:35])[CH2:4][CH2:3]3)[CH2:9][CH2:10]2)[C@@H:18]2[CH2:19][CH2:20][CH2:21][CH2:22][C@H:17]2[NH:16]1. The catalyst class is: 4. (5) Reactant: [F:1][CH:2]1[CH2:8][CH2:7][N:6]([C:9]2[N:13]([CH3:14])[N:12]=[CH:11][C:10]=2[N+:15]([O-:17])=[O:16])[CH2:5][CH2:4][CH:3]1[NH:18]C(=O)OC(C)(C)C. Product: [F:1][CH:2]1[CH2:8][CH2:7][N:6]([C:9]2[N:13]([CH3:14])[N:12]=[CH:11][C:10]=2[N+:15]([O-:17])=[O:16])[CH2:5][CH2:4][CH:3]1[NH2:18]. The catalyst class is: 19. (6) Reactant: FC(F)(F)C(O)=O.[C:8]([C:10]1[CH:11]=[C:12]2[C:17](=[CH:18][C:19]=1[O:20][CH2:21][CH:22]1[CH2:27][CH2:26][N:25](C(OC(C)(C)C)=O)[CH2:24][CH2:23]1)[N:16]=[CH:15][CH:14]=[C:13]2[O:35][C:36]1[CH:41]=[CH:40][C:39]([NH:42][C:43]([NH:45][CH:46]2[CH2:48][CH2:47]2)=[O:44])=[C:38]([F:49])[CH:37]=1)#[N:9].[Na].O. Product: [C:8]([C:10]1[CH:11]=[C:12]2[C:17](=[CH:18][C:19]=1[O:20][CH2:21][CH:22]1[CH2:27][CH2:26][NH:25][CH2:24][CH2:23]1)[N:16]=[CH:15][CH:14]=[C:13]2[O:35][C:36]1[CH:41]=[CH:40][C:39]([NH:42][C:43]([NH:45][CH:46]2[CH2:48][CH2:47]2)=[O:44])=[C:38]([F:49])[CH:37]=1)#[N:9]. The catalyst class is: 13. (7) Reactant: [CH3:1][O:2][C:3]1[CH:8]=[C:7]([N:9]2[CH2:12][C:11]3([N:16]([CH3:17])[CH2:15][CH2:14][CH2:13]3)[CH2:10]2)[C:6]([N+:18]([O-])=O)=[CH:5][C:4]=1[NH:21][C:22]1[N:27]=[C:26]([C:28]2[C:36]3[C:31](=[CH:32][CH:33]=[CH:34][CH:35]=3)[N:30]([CH3:37])[CH:29]=2)[CH:25]=[CH:24][N:23]=1.[NH4+].[Cl-].C(O)C. Product: [CH3:1][O:2][C:3]1[CH:8]=[C:7]([N:9]2[CH2:12][C:11]3([N:16]([CH3:17])[CH2:15][CH2:14][CH2:13]3)[CH2:10]2)[C:6]([NH2:18])=[CH:5][C:4]=1[NH:21][C:22]1[N:27]=[C:26]([C:28]2[C:36]3[C:31](=[CH:32][CH:33]=[CH:34][CH:35]=3)[N:30]([CH3:37])[CH:29]=2)[CH:25]=[CH:24][N:23]=1. The catalyst class is: 150.